This data is from Catalyst prediction with 721,799 reactions and 888 catalyst types from USPTO. The task is: Predict which catalyst facilitates the given reaction. Reactant: [C:1]1([N:7]2[C:11]([NH2:12])=[C:10]3[CH2:13][S:14][CH2:15][C:9]3=[N:8]2)[CH:6]=[CH:5][CH:4]=[CH:3][CH:2]=1.[OH-].[Na+].[C:18]1([O:24][C:25](Cl)=[O:26])[CH:23]=[CH:22][CH:21]=[CH:20][CH:19]=1. Product: [C:1]1([N:7]2[C:11]([NH:12][C:25](=[O:26])[O:24][C:18]3[CH:23]=[CH:22][CH:21]=[CH:20][CH:19]=3)=[C:10]3[CH2:13][S:14][CH2:15][C:9]3=[N:8]2)[CH:2]=[CH:3][CH:4]=[CH:5][CH:6]=1. The catalyst class is: 25.